Task: Regression. Given a peptide amino acid sequence and an MHC pseudo amino acid sequence, predict their binding affinity value. This is MHC class II binding data.. Dataset: Peptide-MHC class II binding affinity with 134,281 pairs from IEDB (1) The peptide sequence is KKMTTTFTNYMVDMFLA. The MHC is DRB1_1101 with pseudo-sequence DRB1_1101. The binding affinity (normalized) is 0.510. (2) The peptide sequence is SDAKTLVLNIKYTRP. The MHC is DRB3_0202 with pseudo-sequence DRB3_0202. The binding affinity (normalized) is 0.210. (3) The binding affinity (normalized) is 0.367. The peptide sequence is GVKGFTLGRDGHEKP. The MHC is DRB4_0103 with pseudo-sequence DRB4_0103.